Dataset: Reaction yield outcomes from USPTO patents with 853,638 reactions. Task: Predict the reaction yield, written as a fraction of the theoretical maximum amount of product (1.0 means a 100% yield; for example, 0.34 means a 34% yield). (1) The reactants are [CH:1]12[CH2:18][CH:4]([CH:5]([NH:7]C(=O)OCC3C=CC=CC=3)[CH2:6]1)[CH2:3][O:2]2.C[OH:20]. The catalyst is [Pd]. The product is [NH2:7][CH:5]1[CH2:6][CH:1]2[CH2:18][CH:4]1[C:3](=[O:20])[O:2]2. The yield is 1.00. (2) The reactants are Cl[C:2]1[CH:3]=[CH:4][C:5]([N+:10]([O-:12])=[O:11])=[C:6]([O:8][CH3:9])[CH:7]=1.[CH3:13][PH:14](=[O:16])[CH3:15].P([O-])([O-])([O-])=O.[K+].[K+].[K+]. The catalyst is CN(C=O)C.C([O-])(=O)C.[Pd+2].C([O-])(=O)C. The product is [CH3:9][O:8][C:6]1[CH:7]=[C:2]([P:14](=[O:16])([CH3:15])[CH3:13])[CH:3]=[CH:4][C:5]=1[N+:10]([O-:12])=[O:11]. The yield is 0.300. (3) The reactants are [F:1][C:2]([F:24])([F:23])[C:3]1[CH:4]=[C:5]([C:13]2[N:17]=[CH:16][N:15](/[CH:18]=[CH:19]\[C:20](O)=[O:21])[N:14]=2)[CH:6]=[C:7]([C:9]([F:12])([F:11])[F:10])[CH:8]=1.[NH:25]([C:27]1[CH:32]=[CH:31][C:30]([CH3:33])=[CH:29][N:28]=1)[NH2:26].C(P1(=O)OP(CCC)(=O)OP(CCC)(=O)O1)CC.CCN(C(C)C)C(C)C. The catalyst is CCOC(C)=O.O. The product is [F:11][C:9]([F:12])([F:10])[C:7]1[CH:6]=[C:5]([C:13]2[N:17]=[CH:16][N:15](/[CH:18]=[CH:19]\[C:20]([NH:26][NH:25][C:27]3[CH:32]=[CH:31][C:30]([CH3:33])=[CH:29][N:28]=3)=[O:21])[N:14]=2)[CH:4]=[C:3]([C:2]([F:24])([F:23])[F:1])[CH:8]=1. The yield is 0.400. (4) The reactants are [NH2:1][C:2]1[CH:3]=[C:4]2[C:9](=[C:10]([C:12]([F:15])([F:14])[F:13])[CH:11]=1)[N:8]=[CH:7][C:6]([C:16]#[N:17])=[C:5]2[NH:18][C:19]1[CH:24]=[CH:23][C:22]([F:25])=[C:21]([Cl:26])[CH:20]=1.[CH:27]([C:29]1[CH:30]=[C:31]([CH:34]=[CH:35][CH:36]=1)[C:32]#[N:33])=O.[BH3-]C#N.[Na+]. The catalyst is CCO. The product is [Cl:26][C:21]1[CH:20]=[C:19]([NH:18][C:5]2[C:4]3[C:9](=[C:10]([C:12]([F:13])([F:14])[F:15])[CH:11]=[C:2]([NH:1][CH2:27][C:29]4[CH:36]=[CH:35][CH:34]=[C:31]([C:32]#[N:33])[CH:30]=4)[CH:3]=3)[N:8]=[CH:7][C:6]=2[C:16]#[N:17])[CH:24]=[CH:23][C:22]=1[F:25]. The yield is 0.410.